Task: Regression. Given two drug SMILES strings and cell line genomic features, predict the synergy score measuring deviation from expected non-interaction effect.. Dataset: NCI-60 drug combinations with 297,098 pairs across 59 cell lines (1) Drug 1: C1=CC=C(C=C1)NC(=O)CCCCCCC(=O)NO. Drug 2: CC1C(C(CC(O1)OC2CC(OC(C2O)C)OC3=CC4=CC5=C(C(=O)C(C(C5)C(C(=O)C(C(C)O)O)OC)OC6CC(C(C(O6)C)O)OC7CC(C(C(O7)C)O)OC8CC(C(C(O8)C)O)(C)O)C(=C4C(=C3C)O)O)O)O. Cell line: NCI-H322M. Synergy scores: CSS=48.0, Synergy_ZIP=-1.06, Synergy_Bliss=0.274, Synergy_Loewe=1.43, Synergy_HSA=1.44. (2) Drug 1: C1=CC(=CC=C1CCC2=CNC3=C2C(=O)NC(=N3)N)C(=O)NC(CCC(=O)O)C(=O)O. Synergy scores: CSS=-1.58, Synergy_ZIP=-3.11, Synergy_Bliss=-5.61, Synergy_Loewe=-11.3, Synergy_HSA=-5.27. Drug 2: C1CC(=O)NC(=O)C1N2C(=O)C3=CC=CC=C3C2=O. Cell line: UACC-257. (3) Drug 1: C1CCN(CC1)CCOC2=CC=C(C=C2)C(=O)C3=C(SC4=C3C=CC(=C4)O)C5=CC=C(C=C5)O. Drug 2: CC1C(C(=O)NC(C(=O)N2CCCC2C(=O)N(CC(=O)N(C(C(=O)O1)C(C)C)C)C)C(C)C)NC(=O)C3=C4C(=C(C=C3)C)OC5=C(C(=O)C(=C(C5=N4)C(=O)NC6C(OC(=O)C(N(C(=O)CN(C(=O)C7CCCN7C(=O)C(NC6=O)C(C)C)C)C)C(C)C)C)N)C. Cell line: T-47D. Synergy scores: CSS=18.5, Synergy_ZIP=-6.04, Synergy_Bliss=-4.12, Synergy_Loewe=-2.36, Synergy_HSA=-1.59.